This data is from Catalyst prediction with 721,799 reactions and 888 catalyst types from USPTO. The task is: Predict which catalyst facilitates the given reaction. Reactant: C(Cl)(=O)C(Cl)=O.[Cl:7][C:8]1[CH:13]=[CH:12][C:11]([C:14]2[S:18][C:17]([C:19]([OH:21])=O)=[CH:16][CH:15]=2)=[CH:10][CH:9]=1.[C:22]([O:26][C:27]([N:29]1[C:37]2[C:32](=[CH:33][CH:34]=[C:35]([NH2:38])[CH:36]=2)[C:31]([N:39]([C:48]([O:50][C:51]([CH3:54])([CH3:53])[CH3:52])=[O:49])[CH2:40][CH2:41][N:42]2[CH2:47][CH2:46][CH2:45][CH2:44][CH2:43]2)=[N:30]1)=[O:28])([CH3:25])([CH3:24])[CH3:23]. Product: [C:22]([O:26][C:27]([N:29]1[CH:37]2[CH:32]([CH:33]=[CH:34][C:35]([NH:38][C:19]([C:17]3[S:18][C:14]([C:11]4[CH:10]=[CH:9][C:8]([Cl:7])=[CH:13][CH:12]=4)=[CH:15][CH:16]=3)=[O:21])=[CH:36]2)[C:31]([N:39]([C:48]([O:50][C:51]([CH3:54])([CH3:53])[CH3:52])=[O:49])[CH2:40][CH2:41][N:42]2[CH2:43][CH2:44][CH2:45][CH2:46][CH2:47]2)=[N:30]1)=[O:28])([CH3:25])([CH3:24])[CH3:23]. The catalyst class is: 96.